Task: Predict the reaction yield, written as a fraction of the theoretical maximum amount of product (1.0 means a 100% yield; for example, 0.34 means a 34% yield).. Dataset: Reaction yield outcomes from USPTO patents with 853,638 reactions (1) The reactants are Br[C:2]1[CH:7]=[CH:6][C:5]([NH:8][C:9](=[O:26])[NH:10][C:11]2[CH:25]=[CH:24][C:14]([C:15]([N:17]([CH2:19][CH2:20][N:21]([CH3:23])[CH3:22])[CH3:18])=[O:16])=[CH:13][CH:12]=2)=[CH:4][CH:3]=1.[B:27]1([B:27]2[O:31][C:30]([CH3:33])([CH3:32])[C:29]([CH3:35])([CH3:34])[O:28]2)[O:31][C:30]([CH3:33])([CH3:32])[C:29]([CH3:35])([CH3:34])[O:28]1.CC([O-])=O.[K+].C(Cl)Cl. The catalyst is O1CCOCC1.C1C=CC(P(C2C=CC=CC=2)[C-]2C=CC=C2)=CC=1.C1C=CC(P(C2C=CC=CC=2)[C-]2C=CC=C2)=CC=1.Cl[Pd]Cl.[Fe+2]. The product is [CH3:22][N:21]([CH3:23])[CH2:20][CH2:19][N:17]([CH3:18])[C:15](=[O:16])[C:14]1[CH:24]=[CH:25][C:11]([NH:10][C:9]([NH:8][C:5]2[CH:6]=[CH:7][C:2]([B:27]3[O:31][C:30]([CH3:33])([CH3:32])[C:29]([CH3:35])([CH3:34])[O:28]3)=[CH:3][CH:4]=2)=[O:26])=[CH:12][CH:13]=1. The yield is 0.0900. (2) The reactants are C([O:8][CH2:9][C:10]1([CH2:13][N:14]2[CH:18]=[C:17]([B:19]3[O:23][C:22]([CH3:25])([CH3:24])[C:21]([CH3:27])([CH3:26])[O:20]3)[CH:16]=[N:15]2)[CH2:12][CH2:11]1)C1C=CC=CC=1. The catalyst is C(O)C.[Pd]. The product is [CH3:26][C:21]1([CH3:27])[C:22]([CH3:24])([CH3:25])[O:23][B:19]([C:17]2[CH:16]=[N:15][N:14]([CH2:13][C:10]3([CH2:9][OH:8])[CH2:12][CH2:11]3)[CH:18]=2)[O:20]1. The yield is 0.530. (3) The reactants are [CH3:1][S:2]([NH:5][NH2:6])(=[O:4])=[O:3].CCN(C(C)C)C(C)C.C[O:17][C:18](=O)[C:19]1[CH:24]=[C:23]([C:25]2[N:26]([CH3:30])[CH:27]=[CH:28][CH:29]=2)[C:22]([C:31]([F:34])([F:33])[F:32])=[CH:21][C:20]=1[NH:35][C:36](OC1C=CC(Cl)=CC=1)=[O:37]. The catalyst is O1CCOCC1. The product is [CH3:30][N:26]1[CH:27]=[CH:28][CH:29]=[C:25]1[C:23]1[CH:24]=[C:19]2[C:20](=[CH:21][C:22]=1[C:31]([F:32])([F:33])[F:34])[NH:35][C:36](=[O:37])[N:6]([NH:5][S:2]([CH3:1])(=[O:4])=[O:3])[C:18]2=[O:17]. The yield is 0.800. (4) The reactants are C(OC(=O)[N:7]([CH:13]([CH3:35])[C:14]#[C:15][C:16]1[S:20][C:19]([O:21][C:22]2[CH:27]=[CH:26][C:25]([O:28][C:29]3[CH:34]=[CH:33][CH:32]=[CH:31][CH:30]=3)=[CH:24][CH:23]=2)=[N:18][CH:17]=1)[C:8]1[S:9][CH:10]=[CH:11][N:12]=1)(C)(C)C.C(O)(C(F)(F)F)=O. The catalyst is C(Cl)Cl. The product is [CH3:35][CH:13]([NH:7][C:8]1[S:9][CH:10]=[CH:11][N:12]=1)[C:14]#[C:15][C:16]1[S:20][C:19]([O:21][C:22]2[CH:27]=[CH:26][C:25]([O:28][C:29]3[CH:34]=[CH:33][CH:32]=[CH:31][CH:30]=3)=[CH:24][CH:23]=2)=[N:18][CH:17]=1. The yield is 0.880.